Dataset: NCI-60 drug combinations with 297,098 pairs across 59 cell lines. Task: Regression. Given two drug SMILES strings and cell line genomic features, predict the synergy score measuring deviation from expected non-interaction effect. (1) Drug 1: COC1=CC(=CC(=C1O)OC)C2C3C(COC3=O)C(C4=CC5=C(C=C24)OCO5)OC6C(C(C7C(O6)COC(O7)C8=CC=CS8)O)O. Drug 2: CC1=C(C=C(C=C1)C(=O)NC2=CC(=CC(=C2)C(F)(F)F)N3C=C(N=C3)C)NC4=NC=CC(=N4)C5=CN=CC=C5. Cell line: DU-145. Synergy scores: CSS=31.7, Synergy_ZIP=5.68, Synergy_Bliss=8.64, Synergy_Loewe=-14.4, Synergy_HSA=3.99. (2) Drug 2: CS(=O)(=O)C1=CC(=C(C=C1)C(=O)NC2=CC(=C(C=C2)Cl)C3=CC=CC=N3)Cl. Drug 1: CC(C1=C(C=CC(=C1Cl)F)Cl)OC2=C(N=CC(=C2)C3=CN(N=C3)C4CCNCC4)N. Synergy scores: CSS=7.18, Synergy_ZIP=-3.12, Synergy_Bliss=1.83, Synergy_Loewe=-2.48, Synergy_HSA=1.56. Cell line: MCF7. (3) Drug 1: CC1C(C(CC(O1)OC2CC(CC3=C2C(=C4C(=C3O)C(=O)C5=C(C4=O)C(=CC=C5)OC)O)(C(=O)C)O)N)O.Cl. Drug 2: C1=CN(C=N1)CC(O)(P(=O)(O)O)P(=O)(O)O. Cell line: SK-MEL-28. Synergy scores: CSS=-0.495, Synergy_ZIP=-5.16, Synergy_Bliss=-10.9, Synergy_Loewe=-22.4, Synergy_HSA=-12.5. (4) Drug 1: COC1=NC(=NC2=C1N=CN2C3C(C(C(O3)CO)O)O)N. Drug 2: CS(=O)(=O)OCCCCOS(=O)(=O)C. Cell line: ACHN. Synergy scores: CSS=4.00, Synergy_ZIP=-3.09, Synergy_Bliss=-0.126, Synergy_Loewe=-6.36, Synergy_HSA=-1.34. (5) Drug 1: C(=O)(N)NO. Drug 2: CC1=C(C=C(C=C1)C(=O)NC2=CC(=CC(=C2)C(F)(F)F)N3C=C(N=C3)C)NC4=NC=CC(=N4)C5=CN=CC=C5. Cell line: SR. Synergy scores: CSS=-4.25, Synergy_ZIP=6.81, Synergy_Bliss=7.62, Synergy_Loewe=-8.61, Synergy_HSA=-5.84. (6) Drug 1: COC1=CC(=CC(=C1O)OC)C2C3C(COC3=O)C(C4=CC5=C(C=C24)OCO5)OC6C(C(C7C(O6)COC(O7)C8=CC=CS8)O)O. Drug 2: C1=NC(=NC(=O)N1C2C(C(C(O2)CO)O)O)N. Cell line: MOLT-4. Synergy scores: CSS=41.2, Synergy_ZIP=-1.81, Synergy_Bliss=-5.85, Synergy_Loewe=-23.9, Synergy_HSA=-4.99. (7) Cell line: LOX IMVI. Drug 2: C1=NC2=C(N1)C(=S)N=C(N2)N. Synergy scores: CSS=58.4, Synergy_ZIP=-1.11, Synergy_Bliss=-2.76, Synergy_Loewe=-3.73, Synergy_HSA=1.27. Drug 1: CCC1=CC2CC(C3=C(CN(C2)C1)C4=CC=CC=C4N3)(C5=C(C=C6C(=C5)C78CCN9C7C(C=CC9)(C(C(C8N6C)(C(=O)OC)O)OC(=O)C)CC)OC)C(=O)OC.C(C(C(=O)O)O)(C(=O)O)O.